Dataset: Reaction yield outcomes from USPTO patents with 853,638 reactions. Task: Predict the reaction yield, written as a fraction of the theoretical maximum amount of product (1.0 means a 100% yield; for example, 0.34 means a 34% yield). (1) The reactants are Cl[C:2]1[N:10]=[C:9]2[C:5]([N:6]=[CH:7][N:8]2[CH2:11][C:12]2[CH:17]=[CH:16][C:15]([CH3:18])=[CH:14][CH:13]=2)=[C:4]([C:19]2[O:20][CH:21]=[CH:22][CH:23]=2)[N:3]=1.C1N2CC[N:26](CC2)[CH2:25]1. The catalyst is C(#N)C. The product is [O:20]1[CH:21]=[CH:22][CH:23]=[C:19]1[C:4]1[N:3]=[C:2]([C:25]#[N:26])[N:10]=[C:9]2[C:5]=1[N:6]=[CH:7][N:8]2[CH2:11][C:12]1[CH:17]=[CH:16][C:15]([CH3:18])=[CH:14][CH:13]=1. The yield is 0.570. (2) The reactants are [CH2:1]([C@H:8]1[CH2:12][O:11][C:10](=[O:13])[NH:9]1)[C:2]1[CH:7]=[CH:6][CH:5]=[CH:4][CH:3]=1.[CH2:14]([Li])[CH2:15]CC.[Cl-].[NH4+].[O:21]1[CH2:25][CH2:24][CH2:23][CH2:22]1. No catalyst specified. The product is [CH2:1]([C@H:8]1[CH2:12][O:11][C:10](=[O:13])[N:9]1[C:22](=[O:21])[CH2:23][CH2:24][CH:25]1[CH2:15][CH2:14]1)[C:2]1[CH:3]=[CH:4][CH:5]=[CH:6][CH:7]=1. The yield is 0.740. (3) The reactants are [C:1]([O:5][C:6]1[CH:13]=[CH:12][C:9]([CH:10]=[O:11])=[CH:8][C:7]=1[O:14][CH3:15])([CH3:4])([CH3:3])[CH3:2].[OH-].[K+].[O-:18][Mn](=O)(=O)=O.[K+]. The catalyst is O1CCOCC1. The product is [C:1]([O:5][C:6]1[CH:13]=[CH:12][C:9]([C:10]([OH:18])=[O:11])=[CH:8][C:7]=1[O:14][CH3:15])([CH3:4])([CH3:3])[CH3:2]. The yield is 0.490. (4) The reactants are [OH:1][CH:2]([CH3:37])[CH2:3][N:4]1[C:9](=[O:10])[C:8]([CH2:11][C:12]2[CH:17]=[CH:16][C:15]([C:18]3[CH:23]=[CH:22][CH:21]=[CH:20][C:19]=3[C:24]3[NH:28][C:27](=[O:29])[O:26][N:25]=3)=[CH:14][CH:13]=2)=[C:7]([CH2:30][CH2:31][CH3:32])[N:6]2[N:33]=[C:34]([CH3:36])[N:35]=[C:5]12.CC(OI1(OC(C)=O)(OC(C)=O)OC(=O)C2C=CC=CC1=2)=O.C(=O)([O-])O.[Na+].O.O.O.O.O.S([O-])([O-])(=O)=S.[Na+].[Na+]. The catalyst is C(OCC)(=O)C.C(#N)C. The product is [CH3:36][C:34]1[N:35]=[C:5]2[N:4]([CH2:3][C:2](=[O:1])[CH3:37])[C:9](=[O:10])[C:8]([CH2:11][C:12]3[CH:13]=[CH:14][C:15]([C:18]4[CH:23]=[CH:22][CH:21]=[CH:20][C:19]=4[C:24]4[NH:28][C:27](=[O:29])[O:26][N:25]=4)=[CH:16][CH:17]=3)=[C:7]([CH2:30][CH2:31][CH3:32])[N:6]2[N:33]=1. The yield is 0.620. (5) The reactants are [N:1]1[CH:6]=[CH:5][CH:4]=[C:3]([NH:7][C:8](=[O:15])OCC(Cl)(Cl)Cl)[CH:2]=1.[CH3:16][C:17]1[S:21][C:20]([N:22]2[CH2:27][CH2:26][NH:25][CH2:24][CH2:23]2)=[N:19][C:18]=1[C:28]1[CH:33]=[CH:32][CH:31]=[CH:30][CH:29]=1.C(N(C(C)C)CC)(C)C.O. The catalyst is CS(C)=O. The product is [CH3:16][C:17]1[S:21][C:20]([N:22]2[CH2:27][CH2:26][N:25]([C:8]([NH:7][C:3]3[CH:2]=[N:1][CH:6]=[CH:5][CH:4]=3)=[O:15])[CH2:24][CH2:23]2)=[N:19][C:18]=1[C:28]1[CH:29]=[CH:30][CH:31]=[CH:32][CH:33]=1. The yield is 0.234.